This data is from Full USPTO retrosynthesis dataset with 1.9M reactions from patents (1976-2016). The task is: Predict the reactants needed to synthesize the given product. (1) Given the product [CH2:15]([C:14]([OH:17])([CH2:18][CH3:19])/[CH:13]=[CH:12]/[C:9]1[CH:10]=[CH:11][C:6]([C:3]([CH2:4][CH3:5])([C:21]2[CH:34]=[CH:33][C:24]([O:25][CH2:26][C@H:76]3[CH2:77][CH2:36][CH2:73][O:75]3)=[C:23]([CH3:35])[CH:22]=2)[CH2:1][CH3:2])=[CH:7][C:8]=1[CH3:20])[CH3:16], predict the reactants needed to synthesize it. The reactants are: [CH2:1]([C:3]([C:21]1[CH:34]=[CH:33][C:24]([O:25][CH2:26][C@H](O)CCCO)=[C:23]([CH3:35])[CH:22]=1)([C:6]1[CH:11]=[CH:10][C:9](/[CH:12]=[CH:13]/[C:14]([CH2:18][CH3:19])([OH:17])[CH2:15][CH3:16])=[C:8]([CH3:20])[CH:7]=1)[CH2:4][CH3:5])[CH3:2].[CH:36]1C=CC(P(C2C=CC=CC=2)C2C=CC=CC=2)=CC=1.C1(=O)NC(=O)C2=CC=CC=C12.[CH3:77][CH2:76][O:75][C:73](/N=N/[C:73]([O:75][CH2:76][CH3:77])=O)=O. (2) Given the product [CH3:1][O:2][C:3]([C:4]1[C:5]([NH:13][C:14]2[CH:19]=[CH:18][CH:17]=[CH:16][C:15]=2[Cl:20])=[C:6]([F:12])[C:7]2[N:11]=[CH:22][NH:10][C:8]=2[CH:9]=1)=[O:21], predict the reactants needed to synthesize it. The reactants are: [CH3:1][O:2][C:3](=[O:21])[C:4]1[CH:9]=[C:8]([NH2:10])[C:7]([NH2:11])=[C:6]([F:12])[C:5]=1[NH:13][C:14]1[CH:19]=[CH:18][CH:17]=[CH:16][C:15]=1[Cl:20].[C:22](O)(=O)C.C(N)=N.